This data is from Full USPTO retrosynthesis dataset with 1.9M reactions from patents (1976-2016). The task is: Predict the reactants needed to synthesize the given product. (1) Given the product [ClH:23].[NH2:7][CH2:8][CH2:9][C@@H:10]([O:16][C:17]1[CH:22]=[C:21]([Cl:23])[CH:20]=[CH:19][C:18]=1[C:24]#[N:25])[C:11]1[S:12][CH:13]=[CH:14][N:15]=1, predict the reactants needed to synthesize it. The reactants are: CC(OC(=O)[NH:7][CH2:8][CH2:9][C@@H:10]([O:16][C:17]1[CH:22]=[C:21]([Cl:23])[CH:20]=[CH:19][C:18]=1[C:24]#[N:25])[C:11]1[S:12][CH:13]=[CH:14][N:15]=1)(C)C.Cl. (2) Given the product [CH2:1]([N:3]1[C:15]2[CH:14]=[CH:13][C:12]([CH:16]([C:39](=[O:42])[NH:38][CH2:31][C:32]3[CH:37]=[CH:36][CH:35]=[CH:34][CH:33]=3)[NH:40][C:24]([C@H:23]([CH2:27][CH:28]([CH3:30])[CH3:29])[CH2:22][C:20]([O:19][CH3:18])=[O:21])=[O:26])=[CH:11][C:10]=2[C:9]2[C:4]1=[CH:5][CH:6]=[CH:7][CH:8]=2)[CH3:2], predict the reactants needed to synthesize it. The reactants are: [CH2:1]([N:3]1[C:15]2[CH:14]=[CH:13][C:12]([CH:16]=O)=[CH:11][C:10]=2[C:9]2[C:4]1=[CH:5][CH:6]=[CH:7][CH:8]=2)[CH3:2].[CH3:18][O:19][C:20]([CH2:22][C@@H:23]([CH2:27][CH:28]([CH3:30])[CH3:29])[C:24]([OH:26])=O)=[O:21].[CH2:31]([N+:38]#[C-:39])[C:32]1[CH:37]=[CH:36][CH:35]=[CH:34][CH:33]=1.[NH3:40].C[OH:42].